This data is from Forward reaction prediction with 1.9M reactions from USPTO patents (1976-2016). The task is: Predict the product of the given reaction. (1) Given the reactants [Cl:1][C:2]1[C:3]2[CH:24]=[CH:23][C:22]([F:25])=[CH:21][C:4]=2[S:5][C:6]=1[C:7]([NH:9][C@H:10]([CH2:14][C:15]1[CH:20]=[CH:19][CH:18]=[CH:17][CH:16]=1)[C:11]([OH:13])=[O:12])=[O:8].C(OC(=O)[C@H](CC1C=CC=CC=1)N)(C)(C)C, predict the reaction product. The product is: [Cl:1][C:2]1[C:3]2[CH:24]=[CH:23][C:22]([F:25])=[CH:21][C:4]=2[S:5][C:6]=1[C:7]([NH:9][C@@H:10]([CH2:14][C:15]1[CH:20]=[CH:19][CH:18]=[CH:17][CH:16]=1)[C:11]([OH:13])=[O:12])=[O:8]. (2) Given the reactants [C:1]1([C:34]2[CH:39]=[CH:38][CH:37]=[CH:36][CH:35]=2)[CH:6]=[CH:5][C:4]([C@@:7]2([S:30][CH:31]([CH3:33])[CH3:32])[CH2:11][N:10]([C:12](=[O:26])[C@@H:13]([NH:18][C:19]([O:21][C:22]([CH3:25])([CH3:24])[CH3:23])=[O:20])[C:14]([CH3:17])([CH3:16])[CH3:15])[C@H:9]([C:27]([OH:29])=O)[CH2:8]2)=[CH:3][CH:2]=1.[NH2:40][C@:41]1([C:46]([NH:48][S:49]([CH:52]2[CH2:54][CH2:53]2)(=[O:51])=[O:50])=[O:47])[CH2:43][C@H:42]1[CH:44]=[CH2:45].CC1C=CC(S(O)(=O)=O)=CC=1.CN(C(ON1N=NC2C=CC=NC1=2)=[N+](C)C)C.F[P-](F)(F)(F)(F)F.C(N(CC)C(C)C)(C)C, predict the reaction product. The product is: [C:1]1([C:34]2[CH:39]=[CH:38][CH:37]=[CH:36][CH:35]=2)[CH:2]=[CH:3][C:4]([C@@:7]2([S:30][CH:31]([CH3:32])[CH3:33])[CH2:11][N:10]([C:12](=[O:26])[C@@H:13]([NH:18][C:19](=[O:20])[O:21][C:22]([CH3:23])([CH3:24])[CH3:25])[C:14]([CH3:16])([CH3:17])[CH3:15])[C@H:9]([C:27](=[O:29])[NH:40][C@:41]3([C:46](=[O:47])[NH:48][S:49]([CH:52]4[CH2:54][CH2:53]4)(=[O:51])=[O:50])[CH2:43][C@H:42]3[CH:44]=[CH2:45])[CH2:8]2)=[CH:5][CH:6]=1. (3) Given the reactants [NH:1]1[CH2:4][CH:3]([NH:5][C:6](=[O:8])[CH3:7])[CH2:2]1.Br[CH2:10][CH2:11][O:12][C:13]1[C:18]([CH3:19])=[CH:17][C:16]([C:20]2[NH:29][C:28](=[O:30])[C:27]3[C:22](=[CH:23][C:24]([O:33][CH3:34])=[CH:25][C:26]=3[O:31][CH3:32])[N:21]=2)=[CH:15][C:14]=1[CH3:35].C(N(CC)CC)C, predict the reaction product. The product is: [CH3:32][O:31][C:26]1[CH:25]=[C:24]([O:33][CH3:34])[CH:23]=[C:22]2[C:27]=1[C:28](=[O:30])[NH:29][C:20]([C:16]1[CH:17]=[C:18]([CH3:19])[C:13]([O:12][CH2:11][CH2:10][N:1]3[CH2:4][CH:3]([NH:5][C:6](=[O:8])[CH3:7])[CH2:2]3)=[C:14]([CH3:35])[CH:15]=1)=[N:21]2.